Dataset: NCI-60 drug combinations with 297,098 pairs across 59 cell lines. Task: Regression. Given two drug SMILES strings and cell line genomic features, predict the synergy score measuring deviation from expected non-interaction effect. (1) Drug 1: CC1CCC2CC(C(=CC=CC=CC(CC(C(=O)C(C(C(=CC(C(=O)CC(OC(=O)C3CCCCN3C(=O)C(=O)C1(O2)O)C(C)CC4CCC(C(C4)OC)OCCO)C)C)O)OC)C)C)C)OC. Drug 2: CC(C)(C#N)C1=CC(=CC(=C1)CN2C=NC=N2)C(C)(C)C#N. Cell line: MALME-3M. Synergy scores: CSS=2.43, Synergy_ZIP=0.907, Synergy_Bliss=3.71, Synergy_Loewe=-2.57, Synergy_HSA=1.39. (2) Drug 1: C1=CC(=CC=C1C#N)C(C2=CC=C(C=C2)C#N)N3C=NC=N3. Drug 2: C1CC(=O)NC(=O)C1N2C(=O)C3=CC=CC=C3C2=O. Cell line: OVCAR-5. Synergy scores: CSS=0.662, Synergy_ZIP=1.23, Synergy_Bliss=3.25, Synergy_Loewe=-0.722, Synergy_HSA=-1.05. (3) Drug 1: C1=NC2=C(N=C(N=C2N1C3C(C(C(O3)CO)O)F)Cl)N. Drug 2: CS(=O)(=O)CCNCC1=CC=C(O1)C2=CC3=C(C=C2)N=CN=C3NC4=CC(=C(C=C4)OCC5=CC(=CC=C5)F)Cl. Cell line: SNB-75. Synergy scores: CSS=2.66, Synergy_ZIP=-1.88, Synergy_Bliss=-2.61, Synergy_Loewe=-2.42, Synergy_HSA=-2.79. (4) Drug 1: CC1=C2C(C(=O)C3(C(CC4C(C3C(C(C2(C)C)(CC1OC(=O)C(C(C5=CC=CC=C5)NC(=O)OC(C)(C)C)O)O)OC(=O)C6=CC=CC=C6)(CO4)OC(=O)C)OC)C)OC. Drug 2: CCC1(CC2CC(C3=C(CCN(C2)C1)C4=CC=CC=C4N3)(C5=C(C=C6C(=C5)C78CCN9C7C(C=CC9)(C(C(C8N6C=O)(C(=O)OC)O)OC(=O)C)CC)OC)C(=O)OC)O.OS(=O)(=O)O. Cell line: RPMI-8226. Synergy scores: CSS=86.9, Synergy_ZIP=7.42, Synergy_Bliss=7.28, Synergy_Loewe=2.61, Synergy_HSA=7.87. (5) Drug 1: CCCS(=O)(=O)NC1=C(C(=C(C=C1)F)C(=O)C2=CNC3=C2C=C(C=N3)C4=CC=C(C=C4)Cl)F. Drug 2: C1=CC(=C2C(=C1NCCNCCO)C(=O)C3=C(C=CC(=C3C2=O)O)O)NCCNCCO. Cell line: MOLT-4. Synergy scores: CSS=96.7, Synergy_ZIP=27.8, Synergy_Bliss=26.1, Synergy_Loewe=-1.42, Synergy_HSA=25.4. (6) Drug 1: CC1CCC2CC(C(=CC=CC=CC(CC(C(=O)C(C(C(=CC(C(=O)CC(OC(=O)C3CCCCN3C(=O)C(=O)C1(O2)O)C(C)CC4CCC(C(C4)OC)OCCO)C)C)O)OC)C)C)C)OC. Drug 2: CCCCC(=O)OCC(=O)C1(CC(C2=C(C1)C(=C3C(=C2O)C(=O)C4=C(C3=O)C=CC=C4OC)O)OC5CC(C(C(O5)C)O)NC(=O)C(F)(F)F)O. Cell line: SN12C. Synergy scores: CSS=42.3, Synergy_ZIP=6.03, Synergy_Bliss=7.06, Synergy_Loewe=6.25, Synergy_HSA=5.79. (7) Drug 2: CN1C2=C(C=C(C=C2)N(CCCl)CCCl)N=C1CCCC(=O)O.Cl. Drug 1: C1=CN(C(=O)N=C1N)C2C(C(C(O2)CO)O)O.Cl. Synergy scores: CSS=38.6, Synergy_ZIP=0.139, Synergy_Bliss=-2.85, Synergy_Loewe=-35.0, Synergy_HSA=-2.08. Cell line: HCT116. (8) Drug 1: C1=C(C(=O)NC(=O)N1)F. Drug 2: C#CCC(CC1=CN=C2C(=N1)C(=NC(=N2)N)N)C3=CC=C(C=C3)C(=O)NC(CCC(=O)O)C(=O)O. Cell line: HOP-62. Synergy scores: CSS=32.5, Synergy_ZIP=-12.4, Synergy_Bliss=-8.36, Synergy_Loewe=-8.89, Synergy_HSA=-7.16. (9) Drug 1: CN(C)C1=NC(=NC(=N1)N(C)C)N(C)C. Drug 2: CC1CCCC2(C(O2)CC(NC(=O)CC(C(C(=O)C(C1O)C)(C)C)O)C(=CC3=CSC(=N3)C)C)C. Cell line: RPMI-8226. Synergy scores: CSS=-3.97, Synergy_ZIP=5.38, Synergy_Bliss=6.87, Synergy_Loewe=-12.9, Synergy_HSA=-3.05. (10) Drug 1: C1=NC2=C(N1)C(=S)N=C(N2)N. Drug 2: CS(=O)(=O)CCNCC1=CC=C(O1)C2=CC3=C(C=C2)N=CN=C3NC4=CC(=C(C=C4)OCC5=CC(=CC=C5)F)Cl. Cell line: LOX IMVI. Synergy scores: CSS=51.1, Synergy_ZIP=2.53, Synergy_Bliss=0.621, Synergy_Loewe=-12.1, Synergy_HSA=1.27.